Dataset: KCNQ2 potassium channel screen with 302,405 compounds. Task: Binary Classification. Given a drug SMILES string, predict its activity (active/inactive) in a high-throughput screening assay against a specified biological target. (1) The compound is FC(F)(C(F)(F)C(F)(F)C(F)(F)F)C(F)(F)C(F)(F)C(=O)N\N=C\c1c(nn(c1)C)C. The result is 0 (inactive). (2) The molecule is Clc1c(/C=N\NC(=O)CN2CCCCC2)ccc(Cl)c1. The result is 0 (inactive). (3) The drug is Clc1c(C(=O)NC2CC(=O)c3sccc23)ccc(Cl)c1. The result is 0 (inactive). (4) The drug is S(=O)(=O)(N1CCN(CC1)c1ncccn1)c1c2c(sc1C)ncn(c2=O)CC(=O)NCCCOC. The result is 0 (inactive).